Predict the product of the given reaction. From a dataset of Forward reaction prediction with 1.9M reactions from USPTO patents (1976-2016). (1) The product is: [N:24]1([S:28]([NH:31][C:9](=[O:10])[C:8]2[CH:12]=[C:4]([CH:1]3[CH2:3][CH2:2]3)[C:5]([O:14][CH2:15][C:16]3([C:20]([F:21])([F:23])[F:22])[CH2:17][CH2:18][CH2:19]3)=[CH:6][C:7]=2[F:13])(=[O:30])=[O:29])[CH2:27][CH2:26][CH2:25]1. Given the reactants [CH:1]1([C:4]2[C:5]([O:14][CH2:15][C:16]3([C:20]([F:23])([F:22])[F:21])[CH2:19][CH2:18][CH2:17]3)=[CH:6][C:7]([F:13])=[C:8]([CH:12]=2)[C:9](O)=[O:10])[CH2:3][CH2:2]1.[N:24]1([S:28]([NH2:31])(=[O:30])=[O:29])[CH2:27][CH2:26][CH2:25]1.C1(S(N)(=O)=O)CC1, predict the reaction product. (2) Given the reactants [CH:1]1([Mg]Br)[CH2:5][CH2:4][CH2:3][CH2:2]1.[Cl:8][C:9]1[C:14]([C:15]2[C:20]([Cl:21])=[CH:19][N:18]=[CH:17][N:16]=2)=[C:13](Cl)[N:12]2[N:23]=[CH:24][N:25]=[C:11]2[N:10]=1.CN1CCCC1=O.Cl, predict the reaction product. The product is: [Cl:8][C:9]1[C:14]([C:15]2[C:20]([Cl:21])=[CH:19][N:18]=[CH:17][N:16]=2)=[C:13]([CH:1]2[CH2:5][CH2:4][CH2:3][CH2:2]2)[N:12]2[N:23]=[CH:24][N:25]=[C:11]2[N:10]=1.